From a dataset of Forward reaction prediction with 1.9M reactions from USPTO patents (1976-2016). Predict the product of the given reaction. Given the reactants [F:1][C:2]1[C:7]([F:8])=[CH:6][CH:5]=[CH:4][C:3]=1[C@H:9]([CH2:12][CH2:13][CH:14]=[CH2:15])[CH:10]=O.C1C=CC=CC=1.[CH3:22][C:23]([S@:26]([NH2:28])=[O:27])([CH3:25])[CH3:24], predict the reaction product. The product is: [F:1][C:2]1[C:7]([F:8])=[CH:6][CH:5]=[CH:4][C:3]=1[C@H:9]([CH2:12][CH2:13][CH:14]=[CH2:15])/[CH:10]=[N:28]/[S@@:26]([C:23]([CH3:25])([CH3:24])[CH3:22])=[O:27].